From a dataset of Retrosynthesis with 50K atom-mapped reactions and 10 reaction types from USPTO. Predict the reactants needed to synthesize the given product. (1) Given the product Nc1c[nH]c(C(=O)Nc2nc3cc4c(cc3[nH]2)OC(F)(F)O4)c1, predict the reactants needed to synthesize it. The reactants are: O=C(Nc1nc2cc3c(cc2[nH]1)OC(F)(F)O3)c1cc([N+](=O)[O-])c[nH]1. (2) The reactants are: C[C@@H](N)CN1CCOCC1.Cc1ccc(-c2cc(C(=O)O)cc(-c3cccc(F)c3F)c2)nc1. Given the product Cc1ccc(-c2cc(C(=O)N[C@H](C)CN3CCOCC3)cc(-c3cccc(F)c3F)c2)nc1, predict the reactants needed to synthesize it. (3) Given the product O=C(Oc1ccc(Oc2ccc(C(F)(F)F)cn2)cc1)N1CCC(N2CCCC2=O)CC1, predict the reactants needed to synthesize it. The reactants are: O=C(Cl)Oc1ccc(Oc2ccc(C(F)(F)F)cn2)cc1.O=C1CCCN1C1CCNCC1.